Dataset: Reaction yield outcomes from USPTO patents with 853,638 reactions. Task: Predict the reaction yield, written as a fraction of the theoretical maximum amount of product (1.0 means a 100% yield; for example, 0.34 means a 34% yield). (1) The reactants are C(N(CC)CC)C.[CH:8]([C:10]1[C:18]2[C:13](=[CH:14][CH:15]=[CH:16][CH:17]=2)[N:12](C(OC(C)(C)C)=O)[CH:11]=1)=[O:9].[CH:26](=[N:33][C:34]1[CH:35]=[N:36][CH:37]=[C:38]([O:40][CH:41]([CH3:43])[CH3:42])[CH:39]=1)[C:27]1[CH:32]=[CH:31][CH:30]=[CH:29][CH:28]=1. The catalyst is [Cl-].C([N+]1C(C)=C(CCO)SC=1)C1C=CC=CC=1.C(O)C. The product is [NH:12]1[C:13]2[C:18](=[CH:17][CH:16]=[CH:15][CH:14]=2)[C:10]([C:8](=[O:9])[CH:26]([NH:33][C:34]2[CH:35]=[N:36][CH:37]=[C:38]([O:40][CH:41]([CH3:43])[CH3:42])[CH:39]=2)[C:27]2[CH:28]=[CH:29][CH:30]=[CH:31][CH:32]=2)=[CH:11]1. The yield is 0.120. (2) The reactants are Br[C:2]1[CH:3]=[C:4]([NH2:9])[C:5]([F:8])=[N:6][CH:7]=1.[CH3:10][N:11]([CH3:15])[CH2:12][C:13]#[CH:14].C(=O)([O-])[O-].[Cs+].[Cs+].CC(C1C=C(C(C)C)C(C2C=CC=CC=2P(C2CCCCC2)C2CCCCC2)=C(C(C)C)C=1)C. The catalyst is CN(C=O)C.CC#N.CC#N.Cl[Pd]Cl. The product is [CH3:10][N:11]([CH3:15])[CH2:12][C:13]#[C:14][C:2]1[CH:3]=[C:4]([NH2:9])[C:5]([F:8])=[N:6][CH:7]=1. The yield is 0.450. (3) The product is [F:2][C:3]1[CH:4]=[C:5]([N+:22]([O-:24])=[O:23])[C:6]([C:13](=[O:21])/[C:14](/[C:15]2[N:16]([CH3:35])[N:17]=[CH:18][N:19]=2)=[CH:30]/[C:29]2[CH:32]=[CH:33][C:26]([F:25])=[CH:27][CH:28]=2)=[C:7]([CH:12]=1)[C:8]([O:10][CH3:11])=[O:9]. The yield is 0.400. The reactants are Cl.[F:2][C:3]1[CH:4]=[C:5]([N+:22]([O-:24])=[O:23])[C:6]([C:13](=[O:21])[CH2:14][C:15]2[N:19]=[CH:18][N:17](C)[N:16]=2)=[C:7]([CH:12]=1)[C:8]([O:10][CH3:11])=[O:9].[F:25][C:26]1[CH:33]=[CH:32][C:29]([CH:30]=O)=[CH:28][CH:27]=1.N1CCC[C@H:35]1C(O)=O. The catalyst is CS(C)=O. (4) The reactants are [NH2:1][C:2]1[CH:7]=[C:6]([CH3:8])[C:5]([NH:9][C:10](=[O:19])[CH2:11][C:12]2[CH:17]=[CH:16][CH:15]=[C:14]([F:18])[CH:13]=2)=[C:4]([Cl:20])[CH:3]=1.Cl[CH2:22][CH2:23][O:24][CH2:25][CH2:26]Cl.[I-].[K+].C(=O)(O)[O-].[Na+]. The catalyst is CN(C)C=O. The product is [Cl:20][C:4]1[CH:3]=[C:2]([N:1]2[CH2:26][CH2:25][O:24][CH2:23][CH2:22]2)[CH:7]=[C:6]([CH3:8])[C:5]=1[NH:9][C:10](=[O:19])[CH2:11][C:12]1[CH:17]=[CH:16][CH:15]=[C:14]([F:18])[CH:13]=1. The yield is 0.310. (5) The reactants are [CH2:1]([CH:3]([C:6]1[C:10]([CH2:11][CH2:12][CH2:13][OH:14])=[CH:9][N:8]([C:15]2[N:16]=[N:17][C:18]([C:21]([F:24])([F:23])[F:22])=[CH:19][CH:20]=2)[N:7]=1)[CH2:4][CH3:5])[CH3:2].O[C:26]1[C:31]([O:32][CH3:33])=[CH:30][CH:29]=[CH:28][C:27]=1[CH2:34][C:35]([O:37]C)=[O:36].C(P(CCCC)CCCC)CCC.N(C(N1CCCCC1)=O)=NC(N1CCCCC1)=O. The catalyst is O1CCCC1. The product is [CH2:1]([CH:3]([C:6]1[C:10]([CH2:11][CH2:12][CH2:13][O:14][C:26]2[C:31]([O:32][CH3:33])=[CH:30][CH:29]=[CH:28][C:27]=2[CH2:34][C:35]([OH:37])=[O:36])=[CH:9][N:8]([C:15]2[N:16]=[N:17][C:18]([C:21]([F:22])([F:24])[F:23])=[CH:19][CH:20]=2)[N:7]=1)[CH2:4][CH3:5])[CH3:2]. The yield is 0.760. (6) The reactants are [CH3:1][C:2]([C:6]1[CH:11]=[C:10]([CH3:12])[CH:9]=[CH:8][N:7]=1)([CH3:5])[C:3]#[N:4].[O-:13][Mn](=O)(=O)=O.[K+].[OH2:19]. No catalyst specified. The product is [C:3]([C:2]([C:6]1[CH:11]=[C:10]([CH:9]=[CH:8][N:7]=1)[C:12]([OH:13])=[O:19])([CH3:1])[CH3:5])#[N:4]. The yield is 0.380. (7) The reactants are [Cl:1][C:2]1[CH:7]=[CH:6][C:5]([NH:8][C:9]([C:11]2[CH:12]=[C:13]([CH:25]=[CH:26][CH:27]=2)[CH2:14][S:15][CH2:16][CH2:17][C:18]([O:20]C(C)(C)C)=[O:19])=[O:10])=[C:4]([C:28](=[O:45])[NH:29][C:30]2[CH:34]=[CH:33][N:32]([C:35]3[CH:40]=[CH:39][CH:38]=[C:37]([C:41]([F:44])([F:43])[F:42])[CH:36]=3)[N:31]=2)[CH:3]=1. The catalyst is ClCCl.FC(F)(F)C(O)=O. The product is [Cl:1][C:2]1[CH:7]=[CH:6][C:5]([NH:8][C:9]([C:11]2[CH:12]=[C:13]([CH:25]=[CH:26][CH:27]=2)[CH2:14][S:15][CH2:16][CH2:17][C:18]([OH:20])=[O:19])=[O:10])=[C:4]([C:28](=[O:45])[NH:29][C:30]2[CH:34]=[CH:33][N:32]([C:35]3[CH:40]=[CH:39][CH:38]=[C:37]([C:41]([F:43])([F:44])[F:42])[CH:36]=3)[N:31]=2)[CH:3]=1. The yield is 0.360. (8) The reactants are [CH2:1]([O:3][CH2:4][N:5]1[C:9]2=[N:10][C:11]3[N:12]([CH3:26])[C:13](=[O:25])[N:14]([CH2:18][CH2:19][CH2:20][CH2:21][C@@H:22]([OH:24])[CH3:23])[C:15](=[O:17])[C:16]=3[N:8]2[CH2:7][CH2:6]1)[CH3:2].[CH3:27][S:28](O[S:28]([CH3:27])(=[O:30])=[O:29])(=[O:30])=[O:29].CO. The product is [CH2:1]([O:3][CH2:4][N:5]1[C:9]2=[N:10][C:11]3[N:12]([CH3:26])[C:13](=[O:25])[N:14]([CH2:18][CH2:19][CH2:20][CH2:21][C@@H:22]([O:24][S:28]([CH3:27])(=[O:30])=[O:29])[CH3:23])[C:15](=[O:17])[C:16]=3[N:8]2[CH2:7][CH2:6]1)[CH3:2]. The yield is 0.940. The catalyst is CN(C)C1C=CN=CC=1.C(Cl)(Cl)Cl. (9) The reactants are [Br:1][C:2]1[CH:7]=[C:6]([N+:8]([O-])=O)[C:5]([N:11]([CH2:14][C:15]2[CH:25]=[CH:24][C:18]3[N:19]=[C:20]([S:22][CH3:23])[S:21][C:17]=3[CH:16]=2)[CH:12]=O)=[C:4]([F:26])[CH:3]=1.CC(O)=O. The catalyst is [Fe].CCO. The product is [Br:1][C:2]1[CH:3]=[C:4]([F:26])[C:5]2[N:11]([CH2:14][C:15]3[CH:25]=[CH:24][C:18]4[N:19]=[C:20]([S:22][CH3:23])[S:21][C:17]=4[CH:16]=3)[CH:12]=[N:8][C:6]=2[CH:7]=1. The yield is 0.390. (10) The reactants are Cl[C:2]1[CH:7]=[CH:6][CH:5]=[C:4](/[CH:8]=[CH:9]/[CH2:10][P:11]([O:16][CH2:17][CH3:18])([O:13][CH2:14][CH3:15])=[O:12])[CH:3]=1.[Cl:19]C1C=C(I)C=CC=1. No catalyst specified. The product is [Cl:19][C:5]1[CH:6]=[CH:7][CH:2]=[CH:3][C:4]=1/[CH:8]=[CH:9]/[CH2:10][P:11]([O:16][CH2:17][CH3:18])([O:13][CH2:14][CH3:15])=[O:12]. The yield is 0.981.